Dataset: Full USPTO retrosynthesis dataset with 1.9M reactions from patents (1976-2016). Task: Predict the reactants needed to synthesize the given product. (1) The reactants are: [NH2:1][C:2]1[C:7]([C:8]#[N:9])=[C:6]([C:10]2[CH:15]=[C:14]([Cl:16])[C:13]([OH:17])=[C:12]([Cl:18])[CH:11]=2)[C:5]([C:19]#[N:20])=[C:4](S)[N:3]=1.Br[CH2:23][C:24]([NH2:26])=[O:25].C([O-])(O)=O.[Na+]. Given the product [C:19]([C:5]1[C:4]([CH2:23][C:24](=[O:25])[NH2:26])=[N:3][C:2]([NH2:1])=[C:7]([C:8]#[N:9])[C:6]=1[C:10]1[CH:15]=[C:14]([Cl:16])[C:13]([OH:17])=[C:12]([Cl:18])[CH:11]=1)#[N:20], predict the reactants needed to synthesize it. (2) Given the product [CH2:11]([O:13][C:14]([C:15]1[C:16]([CH3:17])=[N:10][N:9]([C:5]2[CH:6]=[CH:7][CH:8]=[C:3]([F:2])[CH:4]=2)[C:19]=1[CH3:20])=[O:22])[CH3:12], predict the reactants needed to synthesize it. The reactants are: Cl.[F:2][C:3]1[CH:4]=[C:5]([NH:9][NH2:10])[CH:6]=[CH:7][CH:8]=1.[CH2:11]([O:13][C:14](=[O:22])[CH:15]([C:19](=O)[CH3:20])[C:16](=O)[CH3:17])[CH3:12].N1C=CC=CC=1. (3) Given the product [Br:17][C:18]1[CH:28]=[CH:27][C:21]([O:22][CH2:23][C:24]([NH:2][CH2:3][C:4](=[O:5])[NH:6][CH:7]2[C:16]3[C:11](=[CH:12][CH:13]=[CH:14][CH:15]=3)[CH2:10][CH2:9][CH2:8]2)=[O:25])=[CH:20][CH:19]=1, predict the reactants needed to synthesize it. The reactants are: Cl.[NH2:2][CH2:3][C:4]([NH:6][CH:7]1[C:16]2[C:11](=[CH:12][CH:13]=[CH:14][CH:15]=2)[CH2:10][CH2:9][CH2:8]1)=[O:5].[Br:17][C:18]1[CH:28]=[CH:27][C:21]([O:22][CH2:23][C:24](O)=[O:25])=[CH:20][CH:19]=1.